This data is from Full USPTO retrosynthesis dataset with 1.9M reactions from patents (1976-2016). The task is: Predict the reactants needed to synthesize the given product. (1) Given the product [CH3:20][CH:21]([C:23]1[CH:30]=[CH:29][C:26]([CH2:27][N:4]2[CH2:3][CH2:2][N:1]([C:7]3[CH:8]=[CH:9][C:10]4[N:11]([C:13]([C:16]([F:17])([F:18])[F:19])=[N:14][N:15]=4)[N:12]=3)[CH2:6][CH2:5]2)=[CH:25][CH:24]=1)[CH3:22], predict the reactants needed to synthesize it. The reactants are: [N:1]1([C:7]2[CH:8]=[CH:9][C:10]3[N:11]([C:13]([C:16]([F:19])([F:18])[F:17])=[N:14][N:15]=3)[N:12]=2)[CH2:6][CH2:5][NH:4][CH2:3][CH2:2]1.[CH3:20][CH:21]([C:23]1[CH:30]=[CH:29][C:26]([CH:27]=O)=[CH:25][CH:24]=1)[CH3:22]. (2) Given the product [OH:17]/[N:16]=[C:1](\[NH2:8])/[C:2]1[CH:7]=[CH:6][CH:5]=[CH:4][CH:3]=1, predict the reactants needed to synthesize it. The reactants are: [C:1](#[N:8])[C:2]1[CH:7]=[CH:6][CH:5]=[CH:4][CH:3]=1.C([O-])([O-])=O.[K+].[K+].Cl.[NH2:16][OH:17]. (3) Given the product [C@H:62]([NH:65][C:12]1[C:3]([C:1]#[N:2])=[CH:4][C:5]([CH3:14])=[C:6]([CH:11]=1)[C:7]([O:9][CH3:10])=[O:8])([CH2:63][CH3:64])[CH3:61], predict the reactants needed to synthesize it. The reactants are: [C:1]([C:3]1[C:12](I)=[CH:11][C:6]([C:7]([O:9][CH3:10])=[O:8])=[C:5]([CH3:14])[CH:4]=1)#[N:2].C1(P(C2C=CC3OC4C(=CC=CC=4)CC=3C=2P(C2C=CC=CC=2)C2C=CC=CC=2)C2C=CC=CC=2)C=CC=CC=1.C(=O)([O-])[O-].[Cs+].[Cs+].[CH3:61][C@@H:62]([NH2:65])[CH2:63][CH3:64]. (4) Given the product [CH3:23][O:24][N:25]([CH3:26])[C:12]([C:9]1[S:8][C:7]([C:3]2[CH:2]=[N:1][CH:6]=[CH:5][CH:4]=2)=[N:11][CH:10]=1)=[O:13], predict the reactants needed to synthesize it. The reactants are: [N:1]1[CH:6]=[CH:5][CH:4]=[C:3]([C:7]2[S:8][C:9]([C:12](Cl)=[O:13])=[CH:10][N:11]=2)[CH:2]=1.C(N(CC)CC)C.Cl.[CH3:23][O:24][NH:25][CH3:26]. (5) Given the product [NH2:7][C:8]1[CH:13]=[CH:12][CH:11]=[CH:10][C:9]=1[NH:14][C:15]([C:17]1[O:18][C:19]2[C:25]([O:26][CH2:27][CH2:28][N:29]3[CH2:30][CH2:31][CH2:32][CH2:33][CH2:34]3)=[CH:24][CH:23]=[CH:22][C:20]=2[CH:21]=1)=[O:16], predict the reactants needed to synthesize it. The reactants are: C(OC(=O)[NH:7][C:8]1[CH:13]=[CH:12][CH:11]=[CH:10][C:9]=1[NH:14][C:15]([C:17]1[O:18][C:19]2[C:25]([O:26][CH2:27][CH2:28][N:29]3[CH2:34][CH2:33][CH2:32][CH2:31][CH2:30]3)=[CH:24][CH:23]=[CH:22][C:20]=2[CH:21]=1)=[O:16])(C)(C)C.NC1C=CC=CC=1NC(C1SC2C=CC(OCCN(C)C)=CC=2C=1)=O. (6) The reactants are: C([Li])CCC.Br[C:7]1[CH:12]=[CH:11][C:10]([Si:13]([CH3:16])([CH3:15])[CH3:14])=[C:9]([F:17])[CH:8]=1.C(O[B:22]1[O:26][C:25]([CH3:28])([CH3:27])[C:24]([CH3:30])([CH3:29])[O:23]1)(C)C.C(=O)=O.CC(C)=O.Cl. Given the product [F:17][C:9]1[CH:8]=[C:7]([B:22]2[O:26][C:25]([CH3:28])([CH3:27])[C:24]([CH3:30])([CH3:29])[O:23]2)[CH:12]=[CH:11][C:10]=1[Si:13]([CH3:16])([CH3:15])[CH3:14], predict the reactants needed to synthesize it. (7) The reactants are: [Cl:1][C:2]1[C:3]([N:13]2[CH2:18][CH2:17][NH:16][CH2:15][CH2:14]2)=[N:4][CH:5]=[C:6]([CH:12]=1)[C:7]([O:9][CH2:10][CH3:11])=[O:8].[Cl:19][C:20]1[CH:25]=[CH:24][C:23]([CH2:26][N:27]=[C:28]=[O:29])=[CH:22][C:21]=1[Cl:30]. Given the product [Cl:1][C:2]1[C:3]([N:13]2[CH2:18][CH2:17][N:16]([C:28]([NH:27][CH2:26][C:23]3[CH:24]=[CH:25][C:20]([Cl:19])=[C:21]([Cl:30])[CH:22]=3)=[O:29])[CH2:15][CH2:14]2)=[N:4][CH:5]=[C:6]([CH:12]=1)[C:7]([O:9][CH2:10][CH3:11])=[O:8], predict the reactants needed to synthesize it. (8) Given the product [Br:22][C:15]1[S:16][C:12]2[CH:11]=[C:10]([CH:4]([N:5]3[CH:9]=[CH:8][N:7]=[CH:6]3)[CH:3]([CH2:20][CH3:21])[CH2:1][CH3:2])[CH:19]=[CH:18][C:13]=2[N:14]=1, predict the reactants needed to synthesize it. The reactants are: [CH2:1]([CH:3]([CH2:20][CH3:21])[CH:4]([C:10]1[CH:19]=[CH:18][C:13]2[N:14]=[C:15](N)[S:16][C:12]=2[CH:11]=1)[N:5]1[CH:9]=[CH:8][N:7]=[CH:6]1)[CH3:2].[Br:22]C1SC2C=C(C(N3C=CN=C3)C(N(C)C)CC)C=CC=2N=1.CN(C)C(CC)C(C1C=CC2N=C(C(OC)=O)SC=2C=1)N1C=CN=C1.CN(C)C(CC)C(C1C=CC2N=C(N)SC=2C=1)N1C=CN=C1.CN(C)C(CC)C(C1C=CC2N=C(NC(N)=O)SC=2C=1)N1C=CN=C1.C(N(C)C(CC)C(C1C=CC2N=C(NC(=O)C)SC=2C=1)N1C=CN=C1)C.CN(C)C(CC)C(C1C=CC2N=C(C(=N)OC)SC=2C=1)N1C=CN=C1.CN(C)C(CC)C(C1C=CC2N=C(C(N)=O)SC=2C=1)N1C=CN=C1.BrC1SC2C=C(C(N3C=CN=C3)C(N(CC)C)CC)C=CC=2N=1.ClC1SC2C=C(C(N3C=CN=C3)C(N(CC)C)CC)C=CC=2N=1.S1C2C=C(C(N3C=CN=C3)C(N(C)C)CC)C=CC=2N=C1. (9) The reactants are: F[O-].[C:3]([C:7]([O:10]C(C(Cl)(Cl)F)Cl)([F:9])[F:8])([F:6])([F:5])[F:4].C(C(OC(C(F)Cl)(Cl)Cl)(F)F)(F)(F)[F:18]. Given the product [C:3]([C:7]([O:10][F:18])([F:9])[F:8])([F:6])([F:5])[F:4], predict the reactants needed to synthesize it.